The task is: Predict the reactants needed to synthesize the given product.. This data is from Full USPTO retrosynthesis dataset with 1.9M reactions from patents (1976-2016). Given the product [Cl:21][C:19]1[CH:20]=[C:15]([N:11]([S:8]([C:5]2[CH:6]=[CH:7][C:2]([Cl:1])=[C:3]([C:24]([F:26])([F:25])[F:27])[CH:4]=2)(=[O:10])=[O:9])[CH2:12][O:13][CH3:14])[C:16]([C:22]([OH:33])=[O:23])=[N:17][CH:18]=1, predict the reactants needed to synthesize it. The reactants are: [Cl:1][C:2]1[CH:7]=[CH:6][C:5]([S:8]([N:11]([C:15]2[C:16]([CH:22]=[O:23])=[N:17][CH:18]=[C:19]([Cl:21])[CH:20]=2)[CH2:12][O:13][CH3:14])(=[O:10])=[O:9])=[CH:4][C:3]=1[C:24]([F:27])([F:26])[F:25].CC(=C)C.Cl([O-])=[O:33].[Na+].O.